Dataset: Blood-brain barrier penetration binary classification data from Martins et al.. Task: Regression/Classification. Given a drug SMILES string, predict its absorption, distribution, metabolism, or excretion properties. Task type varies by dataset: regression for continuous measurements (e.g., permeability, clearance, half-life) or binary classification for categorical outcomes (e.g., BBB penetration, CYP inhibition). Dataset: bbb_martins. (1) The drug is C=CCC1(C2C=CCCC2)C(=O)NC(=S)NC1=O. The result is 1 (penetrates BBB). (2) The result is 1 (penetrates BBB). The drug is Cc1ccc(C)cc1. (3) The result is 1 (penetrates BBB). The compound is C[N+]1([O-])C2CCC1CC(OC(=O)C(CO)c1ccccc1)C2.